From a dataset of CYP3A4 inhibition data for predicting drug metabolism from PubChem BioAssay. Regression/Classification. Given a drug SMILES string, predict its absorption, distribution, metabolism, or excretion properties. Task type varies by dataset: regression for continuous measurements (e.g., permeability, clearance, half-life) or binary classification for categorical outcomes (e.g., BBB penetration, CYP inhibition). Dataset: cyp3a4_veith. (1) The drug is COc1cccc(-c2csc(N3CCN(C(=S)Nc4ccccc4)CC3)n2)c1. The result is 1 (inhibitor). (2) The molecule is COCCN1C(=O)C(=O)/C(=C(/O)c2cccc(OC)c2)C1c1ccco1. The result is 0 (non-inhibitor). (3) The drug is CCNc1nc(Oc2c(Cl)cccc2Cl)cc(C(F)(F)F)n1. The result is 0 (non-inhibitor). (4) The molecule is Cc1cccc2nc(C(F)(F)F)nc(=O)n12. The result is 0 (non-inhibitor). (5) The drug is C[C@H]1C[C@@H]2[C@H]3CCC4=CC(=O)C=C[C@@]4(C)[C@@]3(Cl)[C@@H](O)C[C@]2(C)[C@]1(OC(=O)c1ccco1)C(=O)CCl. The result is 1 (inhibitor).